From a dataset of Full USPTO retrosynthesis dataset with 1.9M reactions from patents (1976-2016). Predict the reactants needed to synthesize the given product. (1) Given the product [OH:1][CH2:2][CH2:3][CH2:4][CH2:5][CH2:6][NH:7][S:8]([C:11]1[CH:16]=[CH:15][C:14]([C:21]2[CH:22]=[CH:23][CH:24]=[CH:25][C:20]=2[O:19][CH3:18])=[CH:13][CH:12]=1)(=[O:10])=[O:9], predict the reactants needed to synthesize it. The reactants are: [OH:1][CH2:2][CH2:3][CH2:4][CH2:5][CH2:6][NH:7][S:8]([C:11]1[CH:16]=[CH:15][C:14](Br)=[CH:13][CH:12]=1)(=[O:10])=[O:9].[CH3:18][O:19][C:20]1[CH:25]=[CH:24][CH:23]=[CH:22][C:21]=1B(O)O. (2) Given the product [CH3:25][C:24]([CH3:27])=[O:23].[OH:4][S:2]([OH:5])(=[O:3])=[O:1].[O:46]=[Cr:47](=[O:49])=[O:48].[F:7][C:8]1[CH:13]=[C:12]([F:14])[CH:11]=[CH:10][C:9]=1[C:15]1[CH:20]=[CH:19][CH:18]=[C:17]([N:21]2[CH2:26][CH2:25][C:24]([CH2:33][C:34]([OH:39])=[O:35])([C:27]3[CH:32]=[CH:31][CH:30]=[CH:29][CH:28]=3)[O:23][C:22]2=[O:36])[CH:16]=1, predict the reactants needed to synthesize it. The reactants are: [OH:1][S:2]([OH:5])(=[O:4])=[O:3].O.[F:7][C:8]1[CH:13]=[C:12]([F:14])[CH:11]=[CH:10][C:9]=1[C:15]1[CH:20]=[CH:19][CH:18]=[C:17]([N:21]2[CH2:26][CH2:25][C:24]([CH2:33][CH2:34][OH:35])([C:27]3[CH:32]=[CH:31][CH:30]=[CH:29][CH:28]=3)[O:23][C:22]2=[O:36])[CH:16]=1.CC(C)=[O:39].OS(O)(=O)=O.[O:46]=[Cr:47](=[O:49])=[O:48].